From a dataset of hERG Central: cardiac toxicity at 1µM, 10µM, and general inhibition. Predict hERG channel inhibition at various concentrations. The compound is C=CCOc1ccc(CNCCc2ccc(S(N)(=O)=O)cc2)cc1.Cl. Results: hERG_inhib (hERG inhibition (general)): blocker.